From a dataset of Full USPTO retrosynthesis dataset with 1.9M reactions from patents (1976-2016). Predict the reactants needed to synthesize the given product. The reactants are: [C:1]([O:5][C:6]([C:8]1[CH:16]=[CH:15][C:11]([C:12]([OH:14])=O)=[C:10]([N+:17]([O-:19])=[O:18])[CH:9]=1)=[O:7])([CH3:4])([CH3:3])[CH3:2].C[O-].[Na+].C1(C)C=CC=CC=1.[Cl:30][C:31]1[CH:32]=[CH:33][C:34]([NH2:37])=[N:35][CH:36]=1. Given the product [Cl:30][C:31]1[CH:32]=[CH:33][C:34]([NH:37][C:12]([C:11]2[CH:15]=[CH:16][C:8]([C:6]([O:5][C:1]([CH3:2])([CH3:3])[CH3:4])=[O:7])=[CH:9][C:10]=2[N+:17]([O-:19])=[O:18])=[O:14])=[N:35][CH:36]=1, predict the reactants needed to synthesize it.